Dataset: TCR-epitope binding with 47,182 pairs between 192 epitopes and 23,139 TCRs. Task: Binary Classification. Given a T-cell receptor sequence (or CDR3 region) and an epitope sequence, predict whether binding occurs between them. (1) The epitope is YLDAYNMMI. The TCR CDR3 sequence is CASSQDWGDIKTYNEQFF. Result: 0 (the TCR does not bind to the epitope). (2) The epitope is GTSGSPIVNR. The TCR CDR3 sequence is CASSLVGLFNTGELFF. Result: 0 (the TCR does not bind to the epitope).